From a dataset of Reaction yield outcomes from USPTO patents with 853,638 reactions. Predict the reaction yield, written as a fraction of the theoretical maximum amount of product (1.0 means a 100% yield; for example, 0.34 means a 34% yield). The reactants are Br[C:2]1[CH:7]=[CH:6][C:5]([C:8]2([CH2:14][OH:15])[CH2:13][CH2:12][O:11][CH2:10][CH2:9]2)=[CH:4][CH:3]=1.[B:16]1([B:16]2[O:20][C:19]([CH3:22])([CH3:21])[C:18]([CH3:24])([CH3:23])[O:17]2)[O:20][C:19]([CH3:22])([CH3:21])[C:18]([CH3:24])([CH3:23])[O:17]1.C([O-])(=O)C.[K+].C(Cl)Cl. The catalyst is O1CCOCC1.CN(C=O)C.Cl[Pd]Cl.C1(P(C2C=CC=CC=2)[C-]2C=CC=C2)C=CC=CC=1.[C-]1(P(C2C=CC=CC=2)C2C=CC=CC=2)C=CC=C1.[Fe+2].O. The product is [CH3:23][C:18]1([CH3:24])[C:19]([CH3:22])([CH3:21])[O:20][B:16]([C:2]2[CH:7]=[CH:6][C:5]([C:8]3([CH2:14][OH:15])[CH2:13][CH2:12][O:11][CH2:10][CH2:9]3)=[CH:4][CH:3]=2)[O:17]1. The yield is 0.580.